This data is from Catalyst prediction with 721,799 reactions and 888 catalyst types from USPTO. The task is: Predict which catalyst facilitates the given reaction. Reactant: [Cl:1][C:2]1[CH:3]=[N:4][CH:5]=[C:6]([Cl:21])[C:7]=1[CH2:8][C@@H:9]([C:11]1[CH:16]=[CH:15][C:14]([O:17][CH3:18])=[C:13]([O:19][CH3:20])[CH:12]=1)[OH:10].CCCCCC.C([OH:31])(C)C.CO.C(Cl)(Cl)Cl. Product: [Cl:21][C:6]1[CH:5]=[N+:4]([O-:31])[CH:3]=[C:2]([Cl:1])[C:7]=1[CH2:8][C@@H:9]([C:11]1[CH:16]=[CH:15][C:14]([O:17][CH3:18])=[C:13]([O:19][CH3:20])[CH:12]=1)[OH:10]. The catalyst class is: 13.